Dataset: Experimentally validated miRNA-target interactions with 360,000+ pairs, plus equal number of negative samples. Task: Binary Classification. Given a miRNA mature sequence and a target amino acid sequence, predict their likelihood of interaction. (1) The miRNA is hsa-miR-7110-3p with sequence UCUCUCUCCCACUUCCCUGCAG. Result: 1 (interaction). The protein sequence of the target gene is MAEGAAGREDPAPPDAAGGEDDPRVGPDAAGDCVTAASGGRMRDRRSGVALPGAAGTPADSEAGLLEAARATPRRSSIIKDPSNQKCGGRKKTVSFSSMPSEKKISSANDCISFMQAGCELKKVRPNSRIYNRFFTLDTDLQALRWEPSKKDLEKAKLDISAIKEIRLGKNTETFRNNGLADQICEDCAFSILHGENYESLDLVANSADVANIWVSGLRYLVSRSKQPLDFMEGNQNTPRFMWLKTVFEAADVDGNGIMLEDTSVELIKQLNPTLKEAKIRLKFKEIQKSKEKLTTRVTE.... (2) The miRNA is hsa-let-7b-5p with sequence UGAGGUAGUAGGUUGUGUGGUU. The protein sequence of the target gene is MSCVHYKFSSKLNYDTVTFDGLHISLCDLKKQIMGREKLKAADCDLQITNAQTKEEYTDDNALIPKNSSVIVRRIPIGGVKSTSKTYVISRTEPAMATTKAIDDSSASISLAQLTKTANLAEANASEEDKIKAMMSQSGHEYDPINYMKKPLGPPPPSYTCFRCGKPGHYIKNCPTNGDKNFESGPRIKKSTGIPRSFMMEVKDPNMKGAMLTNTGKYAIPTIDAEAYAIGKKEKPPFLPEEPSSSSEEDDPIPDELLCLICKDIMTDAVVIPCCGNSYCDECIRTALLESDEHTCPTCH.... Result: 1 (interaction). (3) The miRNA is hsa-miR-664b-5p with sequence UGGGCUAAGGGAGAUGAUUGGGUA. The protein sequence of the target gene is MAAQAAAAAQAAAAAQAAAAQAAQAEAAESWYLALLGFAEHFRTSSPPKIRLCVHCLQAVFPFKPPQRIEARTHLQLGSVLYHHTKNSEQARSHLEKAWLISQQIPQFEDVKFEAASLLSELYCQENSVDAAKPLLRKAIQISQQTPYWHCRLLFQLAQLHTLEKDLVSACDLLGVGAEYARVVGSEYTRALFLLSKGMLLLMERKLQEVHPLLTLCGQIVENWQGNPIQKESLRVFFLVLQVTHYLDAGQVKSVKPCLKQLQQCIQTISTLHDDEILPSNPADLFHWLPKEHMCVLVYL.... Result: 0 (no interaction). (4) The protein sequence of the target gene is MQRLTELATALGAFLGLLAVAAMAGPNFPQIDTPNMLPAHHRQKRDWIWNQMHIDEEKNESLPHYVGKIKSNVNRQNAKYVLQGEFAGKIFGVDANTGNVLAYERLDREKVSEYFLTALIVDKNTNKNLEQPSSFTVKVHDINDNWPVFSHQVFNASVPEMSAIGTSVIRVTAVDADDPTVAGHATVLYQIVKGNEYFSIDNSGLIFTKIKNLDREKQAEYKIVVETQDALGLRGESGTATVMIRLEDINDNFPVFTQSTYTFSVPEDIRVGKPLGFLTVVDPDEPQNRMTKYSIMQGEY.... The miRNA is mmu-miR-3058-5p with sequence UCAGCCACGGCUUACCUGGAAGA. Result: 0 (no interaction). (5) The miRNA is hsa-miR-208a-5p with sequence GAGCUUUUGGCCCGGGUUAUAC. The protein sequence of the target gene is MNGVVIPQTPIAVDFWSLRRAGSARLFFLTHMHCDHTVGLSSTWARPLYCSPITACLLHRRLQVSKHWIRALEVGESHVLPLDEIGQETMTVTLIDANHCPGSVMFLFEGYFGTILYTGDFRYTPSMLKEPALILGKQIHTLYLDNTNCNPALVLPSRQEATQQIVQLIRQFPQHNIKIGLYSLGKESLLEQLALEFRTWVVLSPQRLELVQLLGLADVFTVEEEAGRIHAVDHTEICHSAMLQWNQSHPTIAIFPTSRKVRSPHPSIYTVPYSDHSSYSELRAFVAALRPCQVVPIVHQ.... Result: 0 (no interaction). (6) The miRNA is mmu-miR-208b-3p with sequence AUAAGACGAACAAAAGGUUUGU. The protein sequence of the target gene is MMQESATETISNSSMNQNGMSTLSSQLDAGSRDGRSSGDTSSEVSTVELLHLQQQQALQAARQLLLQQQTSGLKSPKSSEKQRPLQVPVSVAMMTPQVITPQQMQQILQQQVLSPQQLQALLQQQQAVMLQQQQLQEFYKKQQEQLHLQLLQQQQQQQQQQQQQQQQQQQQQQQQQQQQQQQQQQQQQQQQHPGKQAKEQQQQQQQQQLAAQQLVFQQQLLQMQQLQQQQHLLSLQRQGLISIPPGQAALPVQSLPQAGLSPAEIQQLWKEVTGVHSMEDNGIKHGGLDLTTNNSSSTTS.... Result: 1 (interaction).